This data is from Reaction yield outcomes from USPTO patents with 853,638 reactions. The task is: Predict the reaction yield, written as a fraction of the theoretical maximum amount of product (1.0 means a 100% yield; for example, 0.34 means a 34% yield). (1) The reactants are [ClH:1].Cl.[CH3:3][C:4]1[CH:5]=[C:6]2[C@:13]3([CH:18]=[CH:17][CH2:16][NH:15][CH2:14]3)[C:12](=[O:19])[NH:11][C:7]2=[N:8][C:9]=1[CH3:10].Cl. No catalyst specified. The product is [ClH:1].[CH3:3][C:4]1[CH:5]=[C:6]2[C@:13]3([CH:18]=[CH:17][CH2:16][NH:15][CH2:14]3)[C:12](=[O:19])[NH:11][C:7]2=[N:8][C:9]=1[CH3:10]. The yield is 1.00. (2) The reactants are [CH2:1]([O:3][C:4](=[O:30])[CH:5]([NH:19]C(OCC1C=CC=CC=1)=O)[CH2:6][CH2:7][C:8](=[O:18])[NH:9][CH:10]([C:13]([O:15][CH2:16][CH3:17])=[O:14])[CH2:11][OH:12])[CH3:2]. The catalyst is C(O)C.[Pd]. The product is [CH2:1]([O:3][C:4](=[O:30])[CH:5]([NH2:19])[CH2:6][CH2:7][C:8](=[O:18])[NH:9][CH:10]([C:13]([O:15][CH2:16][CH3:17])=[O:14])[CH2:11][OH:12])[CH3:2]. The yield is 0.750.